From a dataset of Forward reaction prediction with 1.9M reactions from USPTO patents (1976-2016). Predict the product of the given reaction. (1) Given the reactants [C:1]([O:5][C:6]([N:8]1[CH2:13][CH2:12][CH:11]([CH2:14][CH:15](O)[CH2:16][C:17](=[O:24])[C:18]2[CH:23]=[CH:22][N:21]=[CH:20][CH:19]=2)[CH2:10][CH2:9]1)=[O:7])([CH3:4])([CH3:3])[CH3:2].CCN(CC)CC.CS(Cl)(=O)=O, predict the reaction product. The product is: [C:1]([O:5][C:6]([N:8]1[CH2:9][CH2:10][CH:11]([CH2:14]/[CH:15]=[CH:16]\[C:17](=[O:24])[C:18]2[CH:23]=[CH:22][N:21]=[CH:20][CH:19]=2)[CH2:12][CH2:13]1)=[O:7])([CH3:4])([CH3:2])[CH3:3]. (2) Given the reactants [CH3:1][C:2]1[N:3]=[C:4]([NH2:8])[S:5][C:6]=1[CH3:7].Br[CH2:10][CH2:11][C:12]1[C:21]2[C:16](=[CH:17][CH:18]=[CH:19][CH:20]=2)[CH:15]=[CH:14][CH:13]=1.[C:22]12([C:32](O)=[O:33])[CH2:31][CH:26]3[CH2:27][CH:28]([CH2:30][CH:24]([CH2:25]3)[CH2:23]1)[CH2:29]2, predict the reaction product. The product is: [CH3:1][C:2]1[N:3]([CH2:10][CH2:11][C:12]2[C:21]3[C:16](=[CH:17][CH:18]=[CH:19][CH:20]=3)[CH:15]=[CH:14][CH:13]=2)/[C:4](=[N:8]/[C:32]([C:22]23[CH2:31][CH:26]4[CH2:25][CH:24]([CH2:30][CH:28]([CH2:27]4)[CH2:29]2)[CH2:23]3)=[O:33])/[S:5][C:6]=1[CH3:7]. (3) Given the reactants [N:1]([C:4]1[CH:12]=[CH:11][C:7]2[NH:8][CH:9]=[N:10][C:6]=2[CH:5]=1)=[C:2]=[S:3].[F:13][C:14]1[CH:19]=[CH:18][C:17]([CH2:20][NH:21][CH3:22])=[CH:16][CH:15]=1, predict the reaction product. The product is: [F:13][C:14]1[CH:19]=[CH:18][C:17]([CH2:20][N:21]([CH3:22])[C:2]([NH:1][C:4]2[CH:12]=[CH:11][C:7]3[NH:8][CH:9]=[N:10][C:6]=3[CH:5]=2)=[S:3])=[CH:16][CH:15]=1. (4) Given the reactants [H-].[Na+].[F:3][C:4]1[CH:11]=[C:10]([C:12]([C:14]2[CH:23]=[C:22]([CH3:24])[C:17]3[NH:18][C:19](=[O:21])[O:20][C:16]=3[CH:15]=2)=[O:13])[CH:9]=[CH:8][C:5]=1[C:6]#[N:7].I[CH3:26], predict the reaction product. The product is: [CH3:26][N:18]1[C:17]2[C:22]([CH3:24])=[CH:23][C:14]([C:12]([C:10]3[CH:9]=[CH:8][C:5]([C:6]#[N:7])=[C:4]([F:3])[CH:11]=3)=[O:13])=[CH:15][C:16]=2[O:20][C:19]1=[O:21]. (5) Given the reactants N#N.[Cl:3][C:4]1[CH:9]=[C:8](I)[CH:7]=[CH:6][N:5]=1.[N+:11]([C:14]1[CH:15]=[C:16]([CH:18]=[CH:19][CH:20]=1)[NH2:17])([O-:13])=[O:12].C1C=CC(P(C2C(C3C(P(C4C=CC=CC=4)C4C=CC=CC=4)=CC=C4C=3C=CC=C4)=C3C(C=CC=C3)=CC=2)C2C=CC=CC=2)=CC=1.C([O-])([O-])=O.[Cs+].[Cs+], predict the reaction product. The product is: [Cl:3][C:4]1[CH:9]=[C:8]([NH:17][C:16]2[CH:18]=[CH:19][CH:20]=[C:14]([N+:11]([O-:13])=[O:12])[CH:15]=2)[CH:7]=[CH:6][N:5]=1.